Task: Predict the reactants needed to synthesize the given product.. Dataset: Full USPTO retrosynthesis dataset with 1.9M reactions from patents (1976-2016) (1) The reactants are: [F:1][C:2]1[CH:3]=[C:4]([C@@H:9]2[CH2:13][N:12]([CH2:14][CH2:15][O:16][CH3:17])[CH2:11][C@H:10]2[NH:18][C:19](=[O:45])[NH:20][C:21]2[N:25]([C:26]3[CH:31]=[CH:30][CH:29]=[CH:28][CH:27]=3)[N:24]=[C:23]([CH:32]3[CH2:37][CH2:36][N:35](C(OC(C)(C)C)=O)[CH2:34][CH2:33]3)[CH:22]=2)[CH:5]=[CH:6][C:7]=1[F:8].CCOC(C)=O.CO.[ClH:54]. Given the product [ClH:54].[ClH:54].[F:1][C:2]1[CH:3]=[C:4]([C@@H:9]2[CH2:13][N:12]([CH2:14][CH2:15][O:16][CH3:17])[CH2:11][C@H:10]2[NH:18][C:19]([NH:20][C:21]2[N:25]([C:26]3[CH:27]=[CH:28][CH:29]=[CH:30][CH:31]=3)[N:24]=[C:23]([CH:32]3[CH2:33][CH2:34][NH:35][CH2:36][CH2:37]3)[CH:22]=2)=[O:45])[CH:5]=[CH:6][C:7]=1[F:8], predict the reactants needed to synthesize it. (2) Given the product [CH3:1][NH:2][C:7]1[C:15]2[C:10](=[N:11][CH:12]=[C:13]([N+:16]([O-:18])=[O:17])[CH:14]=2)[NH:9][N:8]=1, predict the reactants needed to synthesize it. The reactants are: [CH3:1][NH2:2].C(O)C.Br[C:7]1[C:15]2[C:10](=[N:11][CH:12]=[C:13]([N+:16]([O-:18])=[O:17])[CH:14]=2)[NH:9][N:8]=1. (3) Given the product [Cl:1][C:2]1[CH:18]=[CH:17][CH:16]=[CH:15][C:3]=1[CH2:4][O:5][C:6]1[CH:14]=[CH:13][CH:12]=[C:11]2[C:7]=1[CH:8]=[CH:9][N:10]2[C:22]1[CH:23]=[CH:24][N:25]=[C:20]([NH2:19])[N:21]=1, predict the reactants needed to synthesize it. The reactants are: [Cl:1][C:2]1[CH:18]=[CH:17][CH:16]=[CH:15][C:3]=1[CH2:4][O:5][C:6]1[CH:14]=[CH:13][CH:12]=[C:11]2[C:7]=1[CH:8]=[CH:9][NH:10]2.[NH2:19][C:20]1[N:25]=[C:24](Cl)[CH:23]=[CH:22][N:21]=1.C(=O)([O-])[O-].[Cs+].[Cs+].O. (4) Given the product [OH:32][CH2:31][C:27]1[CH:26]=[C:25]([N:19]2[CH2:24][CH2:23][N:22]([C:15]([C:8]3[N:49]([C:50]4[CH:55]=[CH:54][CH:53]=[CH:52][CH:51]=4)[N:48]=[C:1]([CH3:2])[CH:7]=3)=[O:16])[CH2:21][CH2:20]2)[CH:30]=[CH:29][CH:28]=1, predict the reactants needed to synthesize it. The reactants are: [C:1]1([C:7]2N3CSCC3=C[C:8]=2[C:15](O)=[O:16])C=CC=C[CH:2]=1.Cl.[N:19]1([C:25]2[CH:26]=[C:27]([CH2:31][OH:32])[CH:28]=[CH:29][CH:30]=2)[CH2:24][CH2:23][NH:22][CH2:21][CH2:20]1.Cl.CN(C)CCCN=C=NCC.O.ON1[C:51]2[CH:52]=[CH:53][CH:54]=[CH:55][C:50]=2[N:49]=[N:48]1. (5) Given the product [CH3:1][C:2]1([CH:6]2[C:15]3[C:10](=[CH:11][CH:12]=[CH:13][CH:14]=3)[N:9]([CH2:17][C:18]([NH2:20])=[O:19])[CH2:8][CH2:7]2)[CH2:3][O:4][CH2:5]1, predict the reactants needed to synthesize it. The reactants are: [CH3:1][C:2]1([CH:6]2[C:15]3[C:10](=[CH:11][CH:12]=[CH:13][CH:14]=3)[NH:9][CH2:8][CH2:7]2)[CH2:5][O:4][CH2:3]1.I[CH2:17][C:18]([NH2:20])=[O:19].CCN(C(C)C)C(C)C.[OH-].[Na+]. (6) Given the product [F:1][C:2]1[CH:9]=[CH:8][C:5]([CH2:6][N:10]2[CH2:15][CH2:14][CH2:13][CH2:12][CH2:11]2)=[CH:4][CH:3]=1, predict the reactants needed to synthesize it. The reactants are: [F:1][C:2]1[CH:9]=[CH:8][C:5]([CH:6]=O)=[CH:4][CH:3]=1.[NH:10]1[CH2:15][CH2:14][CH2:13][CH2:12][CH2:11]1.CC(O)=O.